Dataset: Experimentally validated miRNA-target interactions with 360,000+ pairs, plus equal number of negative samples. Task: Binary Classification. Given a miRNA mature sequence and a target amino acid sequence, predict their likelihood of interaction. (1) The miRNA is ath-miR774a with sequence UUGGUUACCCAUAUGGCCAUC. The protein sequence of the target gene is MPEQERQITAREGASRKILSKLSLPTRAWEPAMKKSFAFDNVGYEGGLDGLGPSSQVATSTVRILGMTCQSCVKSIEDRISNLKGIISMKVSLEQGSATVKYVPSVVCLQQVCHQIGDMGFEASIAEGKAASWPSRSLPAQEAVVKLRVEGMTCQSCVSSIEGKVRKLQGVVRVKVSLSNQEAVITYQPYLIQPEDLRDHVNDMGFEAAIKSKVAPLSLGPIDIERLQSTNPKRPLSSANQNFNNSETLGHQGSHVVTLQLRIDGMHCKSCVLNIEENIGQLLGVQSIQVSLENKTAQVK.... Result: 0 (no interaction). (2) The miRNA is hsa-miR-4779 with sequence UAGGAGGGAAUAGUAAAAGCAG. The protein sequence of the target gene is MFRFMRDVEPEDPMFLMDPFAIHRQHMSRMLSGGFGYSPFLSITDGNMPGTRPASRRMQQAGAVSPFGMLGMSGGFMDMFGMMNDMIGNMEHMTAGGNCQTFSSSTVISYSNTGDGAPKVYQETSEMRSAPGGIRETRRTVRDSDSGLEQMSIGHHIRDRAHILQRSRNHRTGDQEERQDYINLDESEAAAFDDEWRRETSRFRQQRPLEFRRLESSGAGGRRAEGPPRLAIQGPEDSPSRQSRRYDW. Result: 1 (interaction). (3) The miRNA is dme-miR-263a-5p with sequence AAUGGCACUGGAAGAAUUCACGGG. The protein sequence of the target gene is MKCSLRVWFLSVAFLLVFIMSLLFTYSHHSMATLPYLDSGALDGTHRVKLVPGYAGLQRLSKERLSGKSCACRRCMGDAGASDWFDSHFDGNISPVWTRENMDLPPDVQRWWMMLQPQFKSHNTNEVLEKLFQIVPGENPYRFRDPHQCRRCAVVGNSGNLRGSGYGQDVDGHNFIMRMNQAPTVGFEQDVGSRTTHHFMYPESAKNLPANVSFVLVPFKVLDLLWIASALSTGQIRFTYAPVKSFLRVDKEKVQIYNPAFFKYIHDRWTEHHGRYPSTGMLVLFFALHVCDEVNVYGFG.... Result: 0 (no interaction). (4) The miRNA is mmu-miR-216b-5p with sequence AAAUCUCUGCAGGCAAAUGUGA. The protein sequence of the target gene is MARGERRRRAVPAEGVRTAERAARGGPGRRDGRGGGPRSTAGGVALAVVVLSLALGMSGRWVLAWYRARRAVTLHSAPPVLPADSSSPAVAPDLFWGTYRPHVYFGMKTRSPKPLLTGLMWAQQGTTPGTPKLRHTCEQGDGVGPYGWEFHDGLSFGRQHIQDGALRLTTEFVKRPGGQHGGDWSWRVTVEPQDSGTSALPLVSLFFYVVTDGKEVLLPEVGAKGQLKFISGHTSELGDFRFTLLPPTSPGDTAPKYGSYNVFWTSNPGLPLLTEMVKSRLNSWFQHRPPGAPPERYLGL.... Result: 0 (no interaction). (5) The miRNA is hsa-miR-5004-5p with sequence UGAGGACAGGGCAAAUUCACGA. The protein sequence of the target gene is MVAPVLETSHVFCCPNRVRGVLNWSSGPRGLLAFGTSCSVVLYDPLKRVVVTNLNGHTARVNCIQWICKQDGSPSTELVSGGSDNQVIHWEIEDNQLLKAVHLQGHEGPVYAVHAVYQRRTSDPALCTLIVSAAADSAVRLWSKKGPEVMCLQTLNFGNGFALALCLSFLPNTDVPILACGNDDCRIHIFAQQNDQFQKVLSLCGHEDWIRGVEWAAFGRDLFLASCSQDCLIRIWKLYIKSTSLETQDDDNIRLKENTFTIENESVKIAFAVTLETVLAGHENWVNAVHWQPVFYKDGV.... Result: 1 (interaction). (6) The miRNA is hsa-miR-4681 with sequence AACGGGAAUGCAGGCUGUAUCU. The protein sequence of the target gene is MHFTRRAVSPRASFVFDRHVGTINSSLSRRPRISECVEEEEEDGGGFDLFEEMRQPIQENIPMIILEEEEDDNDNLVMSVARPVRVHFAVDVENLHAHQSVYVVGSNDVLGTWEATRAMPLVQDPDRFMRWKGSIVTDVHQLKFRYFIGYNLMSDQGERLIVDKWEAFLHPRSTLCLAESRNDECRVDRVDLFGYYAGRKCVSDGWLQYPDENQILLRLHGNALKFYKTAKERKNCRVKMTPLDVRFKAPPSGHISFSYGEDEEDEEEDQNVPSNKCTHSATHVAVLSDPRPKFYDQEDT.... Result: 0 (no interaction). (7) The miRNA is hsa-miR-331-3p with sequence GCCCCUGGGCCUAUCCUAGAA. The protein sequence of the target gene is MEPPPPLLLLPLALLALLWGGERGAAALPAGCKHDGRARGTGRAAAAAEGKVVCSSLELAQVLPPDTLPNRTVTLILSNNKISELKNGSFSGLSLLERLDLRNNLISRIAPGAFWGLSSLKRLDLTNNRIGCLNADVFRGLTNLVRLNLSGNLFTSLSQGTFDYLGSLRSLEFQTEYLLCDCNILWMHRWVKERNITVRDTRCVYPKSLQAQPVTGVKQELLTCDPPLELPSFYMTPSHRQVVFEGDSLPFQCMASYIDQDMQVLWYQDGRIVETDESQGIFVEKSMIHNCSLIASALTI.... Result: 0 (no interaction). (8) The protein sequence of the target gene is MATATPVQQQRAGSRASAPATPLSPTRLSRLQEKEELRELNDRLAVYIDKVRSLETENSALQLQVTEREEVRGRELTGLKALYETELADARRALDDTARERAKLQIELGKFKAEHDQLLLNYAKKESDLSGAQIKLREYEAALNSKDAALATALGDKKSLEGDLEDLKDQIAQLEASLSAAKKQLADETLLKVDLENRCQSLTEDLEFRKNMYEEEINETRRKHETRLVEVDSGRQIEYEYKLAQALHEMREQHDAQVRLYKEELEQTYHAKLENARLSSEMNTSTVNSAREELMESRMR.... The miRNA is hsa-miR-6783-5p with sequence UAGGGGAAAAGUCCUGAUCCGG. Result: 0 (no interaction). (9) Result: 1 (interaction). The miRNA is hsa-miR-1321 with sequence CAGGGAGGUGAAUGUGAU. The protein sequence of the target gene is MYSPYCLTQDEFHPFIEALLPHVRAFSYTWFNLQARKRKYFKKHEKRMSKDEERAVKDELLGEKPEIKQKWASRLLAKLRKDIRPEFREDFVLTITGKKPPCCVLSNPDQKGKIRRIDCLRQADKVWRLDLVMVILFKGIPLESTDGERLYKSPQCSNPGLCVQPHHIGVTIKELDLYLAYFVHTPESGQSDSSNQQGDADIKPLPNGHLSFQDCFVTSGVWNVTELVRVSQTPVATASGPNFSLADLESPSYYNINQVTLGRRSITSPPSTSTTKRPKSIDDSEMESPVDDVFYPGTGR.... (10) The miRNA is mmu-miR-324-3p with sequence CCACUGCCCCAGGUGCUGCU. The protein sequence of the target gene is MGLETEKADVQLFMADDAYSHHSGVDYADPEKYVDSSHDRDPHQLNSHLKLGFEDLIAEPETTHSFDKVWICSHALFEISKYVMYKFLTVFLAIPLAFIAGILFATLSCLHIWILMPFVKTCLMVLPSVQTIWKSVTDVVIGPLCTSVGRSFSSVSMQLSHD. Result: 1 (interaction).